Dataset: Forward reaction prediction with 1.9M reactions from USPTO patents (1976-2016). Task: Predict the product of the given reaction. (1) Given the reactants [CH2:1]([N:8]([CH2:27][CH2:28][C:29]([F:32])([F:31])[F:30])[C:9]1[CH:14]=[CH:13][C:12](Br)=[CH:11][C:10]=1[NH:16][C:17]([NH:19][C:20]1[CH:25]=[CH:24][C:23]([CH3:26])=[CH:22][CH:21]=1)=[O:18])[C:2]1[CH:7]=[CH:6][CH:5]=[CH:4][CH:3]=1.B([C:36]1[CH:44]=[C:43]([F:45])[CH:42]=[CH:41][C:37]=1[C:38]([OH:40])=[O:39])(O)O.C(=O)([O-])[O-].[K+].[K+].CC(O)=O, predict the reaction product. The product is: [CH2:1]([N:8]([CH2:27][CH2:28][C:29]([F:32])([F:31])[F:30])[C:9]1[CH:14]=[CH:13][C:12]([C:36]2[C:37]([C:38]([OH:40])=[O:39])=[CH:41][CH:42]=[C:43]([F:45])[CH:44]=2)=[CH:11][C:10]=1[NH:16][C:17]([NH:19][C:20]1[CH:25]=[CH:24][C:23]([CH3:26])=[CH:22][CH:21]=1)=[O:18])[C:2]1[CH:7]=[CH:6][CH:5]=[CH:4][CH:3]=1. (2) Given the reactants Cl[C:2]1[N:3]=[N:4][CH:5]=[CH:6][C:7]=1[CH2:8][N:9]1[C:17](=[O:18])[C:16]2[C:11](=[CH:12][CH:13]=[CH:14][CH:15]=2)[C:10]1=[O:19].[CH3:20][C:21]1(C)[C:25](C)(C)OB(C(C)=C)O1.C(=O)([O-])[O-].[Na+].[Na+], predict the reaction product. The product is: [CH3:20][CH:21]([C:2]1[N:3]=[N:4][CH:5]=[CH:6][C:7]=1[CH2:8][N:9]1[C:17](=[O:18])[C:16]2[C:11](=[CH:12][CH:13]=[CH:14][CH:15]=2)[C:10]1=[O:19])[CH3:25]. (3) Given the reactants [NH:1]1[C:9]2[C:4](=[CH:5][CH:6]=[C:7]([C:10]([N:12]3[CH2:17][CH2:16][O:15][CH2:14][CH2:13]3)=[O:11])[CH:8]=2)[CH:3]=[CH:2]1.[C:18]1([C:24]2[N:25]=[C:26]([C:30]([O:32][CH2:33][CH3:34])=[O:31])N=N[CH:29]=2)[CH:23]=[CH:22][CH:21]=[CH:20][CH:19]=1.COCCOCCOC, predict the reaction product. The product is: [N:12]1([C:10]([C:7]2[CH:8]=[C:9]3[C:4]([C:3]4[CH:29]=[C:24]([C:18]5[CH:19]=[CH:20][CH:21]=[CH:22][CH:23]=5)[N:25]=[C:26]([C:30]([O:32][CH2:33][CH3:34])=[O:31])[C:2]=4[NH:1]3)=[CH:5][CH:6]=2)=[O:11])[CH2:17][CH2:16][O:15][CH2:14][CH2:13]1.